This data is from Forward reaction prediction with 1.9M reactions from USPTO patents (1976-2016). The task is: Predict the product of the given reaction. (1) Given the reactants N([O-])=O.[Na+].[Br:5][C:6]1[CH:11]=[C:10]([Cl:12])[N:9]=[N:8][C:7]=1N.[OH2:14], predict the reaction product. The product is: [Br:5][C:6]1[C:7](=[O:14])[NH:8][N:9]=[C:10]([Cl:12])[CH:11]=1. (2) Given the reactants [NH2:1][C:2]1[N:7]=[C:6]([C:8]2[O:9][CH:10]=[CH:11][CH:12]=2)[C:5]([C:13]#[N:14])=[C:4]([O:15][CH2:16][CH2:17][C:18]2[CH:23]=[CH:22][CH:21]=[CH:20][N:19]=2)[N:3]=1.[Cl:24]N1C(=O)CCC1=O, predict the reaction product. The product is: [NH2:1][C:2]1[N:7]=[C:6]([C:8]2[O:9][C:10]([Cl:24])=[CH:11][CH:12]=2)[C:5]([C:13]#[N:14])=[C:4]([O:15][CH2:16][CH2:17][C:18]2[CH:23]=[CH:22][CH:21]=[CH:20][N:19]=2)[N:3]=1. (3) Given the reactants C(O[C:4]([C:6]1[C:7]([C:11]2[NH:15][C:14]3[CH:16]=[CH:17][CH:18]=[CH:19][C:13]=3[N:12]=2)=[N:8][NH:9][CH:10]=1)=[O:5])C.[CH:20]([NH2:23])([CH3:22])[CH3:21].C[Al](C)C, predict the reaction product. The product is: [CH:20]([NH:23][C:4]([C:6]1[C:7]([C:11]2[NH:12][C:13]3[CH:19]=[CH:18][CH:17]=[CH:16][C:14]=3[N:15]=2)=[N:8][NH:9][CH:10]=1)=[O:5])([CH3:22])[CH3:21]. (4) Given the reactants [NH:1]1[CH2:5][CH2:4][C@@H:3]([OH:6])[CH2:2]1.Cl[C:8]1[CH:17]=[CH:16][C:15]2[C:10](=[CH:11][CH:12]=[C:13]([Cl:19])[C:14]=2[NH2:18])[N:9]=1.C(N(CC)CC)C, predict the reaction product. The product is: [NH2:18][C:14]1[C:13]([Cl:19])=[CH:12][CH:11]=[C:10]2[C:15]=1[CH:16]=[CH:17][C:8]([N:1]1[CH2:5][CH2:4][C@@H:3]([OH:6])[CH2:2]1)=[N:9]2. (5) Given the reactants COC1C=C(NC2N=CC3CC(=O)NC4C=C(I)C=CC=4C=3N=2)C=CC=1OC.CNCC#C.[CH3:34][O:35][C:36]1[CH:37]=[C:38]([NH:44][C:45]2[N:46]=[CH:47][C:48]3[CH2:54][C:53](=[O:55])[NH:52][C:51]4[CH:56]=[C:57]([C:60]#[C:61][CH2:62][NH:63][CH3:64])[CH:58]=[CH:59][C:50]=4[C:49]=3[N:65]=2)[CH:39]=[CH:40][C:41]=1[O:42][CH3:43].Cl, predict the reaction product. The product is: [CH3:34][O:35][C:36]1[CH:37]=[C:38]([NH:44][C:45]2[N:46]=[CH:47][C:48]3[CH2:54][C:53](=[O:55])[NH:52][C:51]4[CH:56]=[C:57]([CH2:60][CH2:61][CH2:62][NH:63][CH3:64])[CH:58]=[CH:59][C:50]=4[C:49]=3[N:65]=2)[CH:39]=[CH:40][C:41]=1[O:42][CH3:43]. (6) Given the reactants [CH3:1][CH:2]1[C:14](=[O:15])[C:6]2[S:7][CH:8]=[C:9]([S:10](Cl)(=[O:12])=[O:11])[C:5]=2[CH2:4][CH2:3]1.[F:16][C:17]1[CH:22]=[CH:21][C:20]([CH:23]([OH:27])[CH2:24][NH:25][CH3:26])=[CH:19][CH:18]=1, predict the reaction product. The product is: [F:16][C:17]1[CH:18]=[CH:19][C:20]([CH:23]([OH:27])[CH2:24][N:25]([CH3:26])[S:10]([C:9]2[C:5]3[CH2:4][CH2:3][CH:2]([CH3:1])[C:14](=[O:15])[C:6]=3[S:7][CH:8]=2)(=[O:12])=[O:11])=[CH:21][CH:22]=1. (7) Given the reactants [CH2:1]([N:8]1[CH2:13][CH:12]([CH3:14])[CH:11]([OH:15])[CH:10]([CH3:16])[CH2:9]1)[C:2]1[CH:7]=[CH:6][CH:5]=[CH:4][CH:3]=1.[C:17](OC(=O)C)(=[O:19])[CH3:18], predict the reaction product. The product is: [C:17]([O:15][CH:11]1[CH:12]([CH3:14])[CH2:13][N:8]([CH2:1][C:2]2[CH:3]=[CH:4][CH:5]=[CH:6][CH:7]=2)[CH2:9][CH:10]1[CH3:16])(=[O:19])[CH3:18]. (8) Given the reactants [F:1][C:2]1[CH:3]=[C:4]([NH:8][CH:9]2[CH2:14][CH2:13][N:12](C(OC(C)(C)C)=O)[CH2:11][CH2:10]2)[CH:5]=[CH:6][CH:7]=1, predict the reaction product. The product is: [F:1][C:2]1[CH:3]=[C:4]([NH:8][CH:9]2[CH2:14][CH2:13][NH:12][CH2:11][CH2:10]2)[CH:5]=[CH:6][CH:7]=1.